This data is from Reaction yield outcomes from USPTO patents with 853,638 reactions. The task is: Predict the reaction yield, written as a fraction of the theoretical maximum amount of product (1.0 means a 100% yield; for example, 0.34 means a 34% yield). (1) The reactants are [CH3:1][O:2][C:3]1[C:4]([NH:15][C:16](=[O:20])OCC)=[N:5][C:6]2[C:11]([N:12]=1)=[CH:10][C:9]([O:13][CH3:14])=[CH:8][CH:7]=2.[Cl:21][C:22]1[CH:27]=[CH:26][C:25]([N:28]2[CH2:33][CH2:32][NH:31][CH2:30][CH2:29]2)=[CH:24][CH:23]=1. No catalyst specified. The product is [CH3:1][O:2][C:3]1[C:4]([NH:15][C:16]([N:31]2[CH2:30][CH2:29][N:28]([C:25]3[CH:24]=[CH:23][C:22]([Cl:21])=[CH:27][CH:26]=3)[CH2:33][CH2:32]2)=[O:20])=[N:5][C:6]2[C:11]([N:12]=1)=[CH:10][C:9]([O:13][CH3:14])=[CH:8][CH:7]=2. The yield is 0.930. (2) The reactants are [OH:1][CH:2]([CH3:43])[C:3]([CH3:42])([CH3:41])[O:4][C:5]1[CH:10]=[CH:9][C:8]([N:11]2[C:16](=[O:17])[C:15]([CH2:18][C:19]3[CH:24]=[CH:23][C:22]([C:25]4[CH:30]=[CH:29][CH:28]=[CH:27][C:26]=4[C:31]4[NH:35][C:34](=[O:36])[O:33][N:32]=4)=[CH:21][CH:20]=3)=[C:14]([CH2:37][CH2:38][CH3:39])[N:13]=[C:12]2[CH3:40])=[CH:7][CH:6]=1.CC(OI1(OC(C)=O)(OC(C)=O)OC(=O)C2C1=CC=CC=2)=O.C(OCC)(=O)C.S([O-])([O-])(=O)=S.[Na+].[Na+]. The catalyst is C(Cl)Cl.O. The product is [CH3:41][C:3]([CH3:42])([O:4][C:5]1[CH:6]=[CH:7][C:8]([N:11]2[C:16](=[O:17])[C:15]([CH2:18][C:19]3[CH:24]=[CH:23][C:22]([C:25]4[CH:30]=[CH:29][CH:28]=[CH:27][C:26]=4[C:31]4[NH:35][C:34](=[O:36])[O:33][N:32]=4)=[CH:21][CH:20]=3)=[C:14]([CH2:37][CH2:38][CH3:39])[N:13]=[C:12]2[CH3:40])=[CH:9][CH:10]=1)[C:2](=[O:1])[CH3:43]. The yield is 0.740. (3) The reactants are [N:1]([CH2:4][CH:5]([S:10]([OH:13])(=[O:12])=[O:11])[CH2:6][C:7]([OH:9])=[O:8])=[N+]=[N-]. The catalyst is [Pd].CO. The product is [NH2:1][CH2:4][CH:5]([S:10]([OH:13])(=[O:11])=[O:12])[CH2:6][C:7]([OH:9])=[O:8]. The yield is 0.950. (4) The reactants are [CH3:1][C:2]([CH3:19])([O:4][C:5]([N:7]1[CH2:12][CH2:11][N:10]([CH:13]2[CH2:18][CH2:17][NH:16][CH2:15][CH2:14]2)[CH2:9][CH2:8]1)=[O:6])[CH3:3].[C:20]1(=O)[CH2:25][CH2:24][CH2:23][CH2:22][CH2:21]1. No catalyst specified. The product is [CH3:3][C:2]([CH3:19])([O:4][C:5]([N:7]1[CH2:12][CH2:11][N:10]([CH:13]2[CH2:14][CH2:15][N:16]([CH:20]3[CH2:25][CH2:24][CH2:23][CH2:22][CH2:21]3)[CH2:17][CH2:18]2)[CH2:9][CH2:8]1)=[O:6])[CH3:1]. The yield is 0.990. (5) The reactants are [CH3:1][CH:2]([CH2:4][CH2:5][CH2:6][C@H:7]([C@@H:9]1[C@:26]2([CH3:27])[C@H:12]([C@H:13]3[C@H:23]([CH2:24][CH2:25]2)[C@:21]2([CH3:22])[C:16]([CH2:17][C@@H:18]([O:28][CH2:29][CH2:30][CH2:31][CH2:32][CH2:33][CH2:34][CH2:35][CH2:36][CH2:37][CH:38]=[O:39])[CH2:19][CH2:20]2)=[CH:15][CH2:14]3)[CH2:11][CH2:10]1)[CH3:8])[CH3:3].[O:40]1CCO[CH:41]1[CH2:45][Mg]Br.C(OC)(OC)OC.CC1C=CC(S([O-])(=O)=O)=CC=1.C1C=C[NH+]=CC=1.Cl. The catalyst is C1COCC1.O.CO. The product is [CH3:3][CH:2]([CH2:4][CH2:5][CH2:6][C@H:7]([C@@H:9]1[C@:26]2([CH3:27])[C@H:12]([C@H:13]3[C@H:23]([CH2:24][CH2:25]2)[C@:21]2([CH3:22])[C:16]([CH2:17][C@@H:18]([O:28][CH2:29][CH2:30][CH2:31][CH2:32][CH2:33][CH2:34][CH2:35][CH2:36][CH2:37][CH:38]([OH:39])[CH2:45][CH:41]=[O:40])[CH2:19][CH2:20]2)=[CH:15][CH2:14]3)[CH2:11][CH2:10]1)[CH3:8])[CH3:1]. The yield is 0.687. (6) The reactants are O[C:2]1[CH:7]=[CH:6][C:5](C=CC(=O)C=C[C:2]2[CH:7]=[CH:6][C:5](O)=[C:4](OC)[CH:3]=2)=[CH:4][C:3]=1OC.COCO[C:29]1[CH:34]=[CH:33][C:32]([CH:35]=[CH:36][C:37](=[O:52])[CH:38]=[CH:39][C:40]2[CH:45]=[CH:44][C:43](OCOC)=[C:42](OC)[CH:41]=2)=[CH:31][C:30]=1OC. The catalyst is CO.Cl. The product is [CH2:39]([C:36]([CH2:35][C:32]1[CH:31]=[CH:30][CH:29]=[CH:34][CH:33]=1)([C:37](=[O:52])[CH2:36][CH2:35][C:5]1[CH:4]=[CH:3][CH:2]=[CH:7][CH:6]=1)[C:37](=[O:52])[CH2:38][CH2:39][C:40]1[CH:41]=[CH:42][CH:43]=[CH:44][CH:45]=1)[C:40]1[CH:45]=[CH:44][CH:43]=[CH:42][CH:41]=1. The yield is 0.960. (7) The reactants are [NH2:1][C:2]1[C:3]2[C:13]([O:14][CH2:15][C@H:16]3[CH2:21][CH2:20][CH2:19][N:18]([C:22](=[O:27])[CH2:23][CH:24]([CH3:26])[CH3:25])[CH2:17]3)=[CH:12][CH:11]=[CH:10][C:4]=2[NH:5][S:6](=[O:9])(=[O:8])[N:7]=1.C([O-])(O)=O.[Na+:32]. The catalyst is O. The product is [NH2:1][C:2]1[C:3]2[C:13]([O:14][CH2:15][C@H:16]3[CH2:21][CH2:20][CH2:19][N:18]([C:22](=[O:27])[CH2:23][CH:24]([CH3:25])[CH3:26])[CH2:17]3)=[CH:12][CH:11]=[CH:10][C:4]=2[N-:5][S:6](=[O:8])(=[O:9])[N:7]=1.[Na+:32]. The yield is 1.00. (8) The reactants are [Br:1][C:2]1[CH:3]=[C:4]2[C:9](=[CH:10][CH:11]=1)[N:8](C(=O)C(F)(F)F)[C@@H:7]([CH3:18])[CH2:6][N:5]2[C:19](=[O:27])[C:20]1[CH:25]=[CH:24][CH:23]=[CH:22][C:21]=1[F:26].C(=O)([O-])[O-].[K+].[K+]. The catalyst is CO. The product is [Br:1][C:2]1[CH:3]=[C:4]2[C:9]([NH:8][C@@H:7]([CH3:18])[CH2:6][N:5]2[C:19]([C:20]2[CH:25]=[CH:24][CH:23]=[CH:22][C:21]=2[F:26])=[O:27])=[CH:10][CH:11]=1. The yield is 0.770. (9) The reactants are Cl[C:2]1[N:7]=[C:6]([C:8]2[CH:9]=[N:10][N:11]3[CH:16]=[CH:15][CH:14]=[CH:13][C:12]=23)[CH:5]=[CH:4][N:3]=1.[F:17][C:18]1[C:24]([N+:25]([O-:27])=[O:26])=[CH:23][C:21]([NH2:22])=[C:20]([O:28][CH3:29])[CH:19]=1.O.C1(C)C=CC(S(O)(=O)=O)=CC=1.CC(O)CCC. The catalyst is C(Cl)Cl. The product is [F:17][C:18]1[C:24]([N+:25]([O-:27])=[O:26])=[CH:23][C:21]([NH:22][C:2]2[N:7]=[C:6]([C:8]3[CH:9]=[N:10][N:11]4[CH:16]=[CH:15][CH:14]=[CH:13][C:12]=34)[CH:5]=[CH:4][N:3]=2)=[C:20]([O:28][CH3:29])[CH:19]=1. The yield is 0.530. (10) The reactants are [I:1][C:2]1[CH:10]=[CH:9][C:8]([S:11]([CH3:14])(=[O:13])=[O:12])=[CH:7][C:3]=1[C:4]([OH:6])=[O:5].[CH:15]1N=CN(C(N2C=NC=C2)=O)C=1.CO. The catalyst is C1COCC1. The product is [CH3:15][O:5][C:4](=[O:6])[C:3]1[CH:7]=[C:8]([S:11]([CH3:14])(=[O:13])=[O:12])[CH:9]=[CH:10][C:2]=1[I:1]. The yield is 0.860.